Dataset: Full USPTO retrosynthesis dataset with 1.9M reactions from patents (1976-2016). Task: Predict the reactants needed to synthesize the given product. (1) Given the product [NH2:41][C:42]1([C:46]2[CH:47]=[CH:48][C:49]([C:52]3[C:53]([C:70]4[CH:75]=[CH:74][CH:73]=[CH:72][CH:71]=4)=[CH:54][C:55]4[N:60]([CH2:61][C:62]5[CH:67]=[CH:66][N:65]=[CH:64][CH:63]=5)[C:59](=[O:68])[CH2:58][O:57][C:56]=4[N:69]=3)=[CH:50][CH:51]=2)[CH2:45][CH2:44][CH2:43]1, predict the reactants needed to synthesize it. The reactants are: N1C=CN=C1CN1C(=O)COC2N=C(C3C=CC(C4(N)CCC4)=CC=3)C(C3C=CC=CC=3)=CC1=2.C(OC(=O)[NH:41][C:42]1([C:46]2[CH:51]=[CH:50][C:49]([C:52]3[C:53]([C:70]4[CH:75]=[CH:74][CH:73]=[CH:72][CH:71]=4)=[CH:54][C:55]4[N:60]([CH2:61][C:62]5[CH:67]=[CH:66][N:65]=[CH:64][CH:63]=5)[C:59](=[O:68])[CH2:58][O:57][C:56]=4[N:69]=3)=[CH:48][CH:47]=2)[CH2:45][CH2:44][CH2:43]1)(C)(C)C. (2) Given the product [Cl:35][C:20]1[C:21]([NH:23][C:24]2[C:29]([S:30]([CH3:33])(=[O:32])=[O:31])=[CH:28][CH:27]=[CH:26][C:25]=2[F:34])=[N:22][C:17]([NH:1][C:2]2[CH:15]=[CH:14][C:5]3[NH:6][C:7](=[O:13])[CH2:8][CH2:9][C:10]([CH3:12])([CH3:11])[C:4]=3[CH:3]=2)=[N:18][CH:19]=1, predict the reactants needed to synthesize it. The reactants are: [NH2:1][C:2]1[CH:15]=[CH:14][C:5]2[NH:6][C:7](=[O:13])[CH2:8][CH2:9][C:10]([CH3:12])([CH3:11])[C:4]=2[CH:3]=1.Cl[C:17]1[N:22]=[C:21]([NH:23][C:24]2[C:29]([S:30]([CH3:33])(=[O:32])=[O:31])=[CH:28][CH:27]=[CH:26][C:25]=2[F:34])[C:20]([Cl:35])=[CH:19][N:18]=1. (3) Given the product [CH3:17][O:16][C:14]([C:10]1[CH:9]=[C:8]([C:4]2[CH:5]=[CH:6][CH:7]=[C:2]([NH:1][CH2:19][CH2:20][NH:21][C:22]([O:23][C:24]([CH3:27])([CH3:26])[CH3:25])=[O:28])[CH:3]=2)[CH:13]=[CH:12][CH:11]=1)=[O:15], predict the reactants needed to synthesize it. The reactants are: [NH2:1][C:2]1[CH:3]=[C:4]([C:8]2[CH:13]=[CH:12][CH:11]=[C:10]([C:14]([O:16][CH3:17])=[O:15])[CH:9]=2)[CH:5]=[CH:6][CH:7]=1.Br[CH2:19][CH2:20][NH:21][C:22](=[O:28])[O:23][C:24]([CH3:27])([CH3:26])[CH3:25]. (4) Given the product [CH3:18][S:19]([O:16][CH2:15][CH2:14][N:12]1[CH:13]=[C:9]([B:4]2[O:5][C:6]([CH3:7])([CH3:8])[C:2]([CH3:17])([CH3:1])[O:3]2)[CH:10]=[N:11]1)(=[O:21])=[O:20], predict the reactants needed to synthesize it. The reactants are: [CH3:1][C:2]1([CH3:17])[C:6]([CH3:8])([CH3:7])[O:5][B:4]([C:9]2[CH:10]=[N:11][N:12]([CH2:14][CH2:15][OH:16])[CH:13]=2)[O:3]1.[CH3:18][S:19](Cl)(=[O:21])=[O:20]. (5) The reactants are: [F:1][C:2]1[CH:9]=[C:8]([OH:10])[CH:7]=[CH:6][C:3]=1[C:4]#[N:5].C(=O)([O-])[O-].[K+].[K+].[C:17]([O:21][C:22](=[O:26])[CH:23](Br)[CH3:24])([CH3:20])([CH3:19])[CH3:18]. Given the product [C:17]([O:21][C:22](=[O:26])[CH:23]([O:10][C:8]1[CH:7]=[CH:6][C:3]([C:4]#[N:5])=[C:2]([F:1])[CH:9]=1)[CH3:24])([CH3:20])([CH3:19])[CH3:18], predict the reactants needed to synthesize it. (6) Given the product [CH2:9]([O:8][CH:1]([O:5][CH2:6][CH3:7])[CH:14]1[CH2:13][CH2:12][O:11][CH:15]1[O:19][CH2:18][CH3:17])[CH3:10], predict the reactants needed to synthesize it. The reactants are: [CH:1]([O:8][CH2:9][CH3:10])([O:5][CH2:6][CH3:7])OCC.[O:11]1[CH:15]=[CH:14][CH2:13][CH2:12]1.N(CCO)[CH2:17][CH2:18][OH:19].